This data is from Reaction yield outcomes from USPTO patents with 853,638 reactions. The task is: Predict the reaction yield, written as a fraction of the theoretical maximum amount of product (1.0 means a 100% yield; for example, 0.34 means a 34% yield). (1) The reactants are Br[C:2]1[CH:7]=[CH:6][C:5]([O:8][CH3:9])=[CH:4][CH:3]=1.[NH:10]1[CH2:15][CH2:14][O:13][CH2:12][CH2:11]1.CC([O-])(C)C.[Na+].C(Cl)(Cl)Cl. The catalyst is C1(C)C=CC=CC=1.C1C=CC(/C=C/C(/C=C/C2C=CC=CC=2)=O)=CC=1.C1C=CC(/C=C/C(/C=C/C2C=CC=CC=2)=O)=CC=1.C1C=CC(/C=C/C(/C=C/C2C=CC=CC=2)=O)=CC=1.[Pd].[Pd].C1(P(C2C=CC=CC=2)C2[C-](N(C)C)C=CC=2)C=CC=CC=1.[CH-]1C=CC=C1.[Fe+2]. The product is [CH3:9][O:8][C:5]1[CH:6]=[CH:7][C:2]([N:10]2[CH2:15][CH2:14][O:13][CH2:12][CH2:11]2)=[CH:3][CH:4]=1. The yield is 0.670. (2) The reactants are [OH:1][C:2]1[CH:11]=[CH:10][C:5]2[NH:6][C:7](=[O:9])[O:8][C:4]=2[CH:3]=1.[CH2:12]1[CH2:17][O:16][CH:15]=[CH:14][CH2:13]1.CC1C=CC(S([O-])(=O)=O)=CC=1.C1C=C[NH+]=CC=1. The catalyst is CN(C=O)C.C(Cl)Cl.C(Cl)Cl. The product is [O:16]1[CH2:17][CH2:12][CH2:13][CH2:14][CH:15]1[O:1][C:2]1[CH:11]=[CH:10][C:5]2[NH:6][C:7](=[O:9])[O:8][C:4]=2[CH:3]=1. The yield is 0.380. (3) The reactants are [Br:1][C:2]1[CH:11]=[C:10]([CH3:12])[CH:9]=[CH:8][C:3]=1[C:4]([O:6][CH3:7])=[O:5].[O-:13][Mn](=O)(=O)=O.[K+].C1OCCOCCOCCOCCOCCOC1.CC(O)(C)C.[OH2:42]. No catalyst specified. The product is [Br:1][C:2]1[CH:11]=[C:10]([CH:9]=[CH:8][C:3]=1[C:4]([O:6][CH3:7])=[O:5])[C:12]([OH:13])=[O:42]. The yield is 0.485. (4) The reactants are [Cl:1][C:2]1[CH:7]=[CH:6][C:5]([C@@:8]23[O:15][C@@:12]([CH2:16][OH:17])([CH2:13][O:14]2)[C@@H:11]([OH:18])[C@H:10]([OH:19])[C@H:9]3[OH:20])=[CH:4][C:3]=1[CH2:21][C:22]1[CH:27]=[CH:26][C:25]([O:28][CH2:29][CH3:30])=[CH:24][CH:23]=1.[CH2:31]([O:33][C:34](Cl)=[O:35])[CH3:32]. The catalyst is N1C(C)=CC(C)=CC=1C. The product is [CH2:31]([O:33][C:34](=[O:35])[O:17][CH2:16][C@:12]12[O:15][C@:8]([C:5]3[CH:6]=[CH:7][C:2]([Cl:1])=[C:3]([CH2:21][C:22]4[CH:23]=[CH:24][C:25]([O:28][CH2:29][CH3:30])=[CH:26][CH:27]=4)[CH:4]=3)([O:14][CH2:13]1)[C@H:9]([OH:20])[C@@H:10]([OH:19])[C@@H:11]2[OH:18])[CH3:32]. The yield is 0.400. (5) The reactants are [F:1][C:2]1[C:3]([CH:9]2[CH2:13][CH2:12][CH2:11][O:10]2)=[C:4]([CH:6]=[CH:7][CH:8]=1)[NH2:5].[Br:14]N1C(=O)CCC1=O. The catalyst is C(OC)(C)(C)C.C(#N)C.CCCCCC. The product is [Br:14][C:8]1[CH:7]=[CH:6][C:4]([NH2:5])=[C:3]([CH:9]2[CH2:13][CH2:12][CH2:11][O:10]2)[C:2]=1[F:1]. The yield is 0.900. (6) The reactants are [F:1][C:2]1([F:12])[O:6][C:5]2[CH:7]=[CH:8][C:9]([NH2:11])=[CH:10][C:4]=2[O:3]1.C[Al](C)C.[N:17]1[CH:22]=[CH:21][C:20]([CH2:23][NH:24][C:25]2[CH:34]=[CH:33][CH:32]=[CH:31][C:26]=2[C:27](OC)=[O:28])=[CH:19][CH:18]=1.C([O-])(O)=O.[Na+]. The catalyst is C1(C)C=CC=CC=1. The product is [F:12][C:2]1([F:1])[O:6][C:5]2[CH:7]=[CH:8][C:9]([NH:11][C:27](=[O:28])[C:26]3[CH:31]=[CH:32][CH:33]=[CH:34][C:25]=3[NH:24][CH2:23][C:20]3[CH:19]=[CH:18][N:17]=[CH:22][CH:21]=3)=[CH:10][C:4]=2[O:3]1. The yield is 0.230. (7) The reactants are [C:1]1([C:7]2[CH:12]=[C:11]([C:13](O)([CH3:15])[CH3:14])[CH:10]=[CH:9][C:8]=2[NH:17][C:18]([C:20]2[NH:21][CH:22]=[C:23]([C:25]#[N:26])[N:24]=2)=[O:19])[CH2:6][CH2:5][CH2:4][CH2:3][CH:2]=1.[N-:27]=[N+:28]=[N-:29].[Na+].C(O)(C(F)(F)F)=O.CCOC(C)=O. The catalyst is C(Cl)(Cl)Cl. The product is [N:27]([C:13]([C:11]1[CH:10]=[CH:9][C:8]([NH:17][C:18]([C:20]2[NH:21][CH:22]=[C:23]([C:25]#[N:26])[N:24]=2)=[O:19])=[C:7]([C:1]2[CH2:6][CH2:5][CH2:4][CH2:3][CH:2]=2)[CH:12]=1)([CH3:15])[CH3:14])=[N+:28]=[N-:29]. The yield is 0.840.